This data is from Full USPTO retrosynthesis dataset with 1.9M reactions from patents (1976-2016). The task is: Predict the reactants needed to synthesize the given product. (1) Given the product [F:1][C:2]([F:23])([F:22])[C:3]1[CH:4]=[C:5]([CH:19]=[CH:20][CH:21]=1)[C:6]([NH:8][C:9]1[CH:10]=[C:11]([CH:16]=[CH:17][CH:18]=1)[C:12]([NH:25][NH2:26])=[O:13])=[O:7], predict the reactants needed to synthesize it. The reactants are: [F:1][C:2]([F:23])([F:22])[C:3]1[CH:4]=[C:5]([CH:19]=[CH:20][CH:21]=1)[C:6]([NH:8][C:9]1[CH:10]=[C:11]([CH:16]=[CH:17][CH:18]=1)[C:12](OC)=[O:13])=[O:7].O.[NH2:25][NH2:26]. (2) Given the product [CH3:12][O:13][C:14](=[O:18])[CH2:15]/[CH:16]=[CH:17]/[C:2]1[CH:11]=[CH:10][C:5]2[N:6]=[C:7]([CH3:9])[S:8][C:4]=2[CH:3]=1, predict the reactants needed to synthesize it. The reactants are: I[C:2]1[CH:11]=[CH:10][C:5]2[N:6]=[C:7]([CH3:9])[S:8][C:4]=2[CH:3]=1.[CH3:12][O:13][C:14](=[O:18])[CH2:15][CH:16]=[CH2:17].C(N(CC)CC)C.